From a dataset of Catalyst prediction with 721,799 reactions and 888 catalyst types from USPTO. Predict which catalyst facilitates the given reaction. (1) Reactant: N[C:2]1[C:3]([CH:12]([CH3:14])[CH3:13])=[C:4]([OH:11])[CH:5]=[C:6]([N+:8]([O-:10])=[O:9])[CH:7]=1.[C:15]([O-:18])([O-])=O.[K+].[K+].[C:21]([CH2:23]OS(C1C(C)=CC=CC=1)(=O)=O)#[N:22].O. Product: [CH:12]([C:3]1[CH:2]=[C:7]([O:18][CH3:15])[C:6]([N+:8]([O-:10])=[O:9])=[CH:5][C:4]=1[O:11][CH2:23][C:21]#[N:22])([CH3:14])[CH3:13]. The catalyst class is: 3. (2) The catalyst class is: 6. Reactant: C(OC([CH:6]1[CH2:11][CH:10]([CH3:12])[CH2:9][NH:8][C:7]1=[O:13])=O)C.[OH-].[K+].[CH2:16]([O:18][C:19](=[O:27])[C:20]1[CH:25]=[CH:24][C:23]([NH2:26])=[CH:22][CH:21]=1)[CH3:17].Cl.[N:29]([O-])=O.[Na+].C(=O)(O)[O-].[Na+]. Product: [CH2:16]([O:18][C:19](=[O:27])[C:20]1[CH:25]=[CH:24][C:23]([NH:26][N:29]=[C:6]2[CH2:11][CH:10]([CH3:12])[CH2:9][NH:8][C:7]2=[O:13])=[CH:22][CH:21]=1)[CH3:17]. (3) Reactant: [Br:1][C:2]1[CH:11]=[C:10]2[C:5]([C:6]([CH3:17])([CH3:16])[CH2:7][CH:8]=[C:9]2[C:12]([CH3:15])([CH3:14])[CH3:13])=[CH:4][C:3]=1[OH:18].C(=O)([O-])[O-].[K+].[K+].I[CH2:26][CH2:27][CH3:28]. Product: [Br:1][C:2]1[CH:11]=[C:10]2[C:5]([C:6]([CH3:17])([CH3:16])[CH2:7][CH:8]=[C:9]2[C:12]([CH3:13])([CH3:15])[CH3:14])=[CH:4][C:3]=1[O:18][CH2:26][CH2:27][CH3:28]. The catalyst class is: 21. (4) Reactant: ClC1C=CC(N2[C:17]3[C:12](=[C:13]([CH3:21])[C:14]([OH:20])=[C:15]([CH3:19])[C:16]=3C)[CH2:11]C3(CCC3)C2)=CC=1.[N+:25]([O-:28])(O)=[O:26]. Product: [CH3:21][C:13]1[C:12]([CH3:11])=[C:17]([N+:25]([O-:28])=[O:26])[CH:16]=[C:15]([CH3:19])[C:14]=1[OH:20]. The catalyst class is: 15. (5) Product: [CH3:12][C:4]1[C:3]([C:13]2[CH:18]=[CH:17][N:16]=[CH:15][CH:14]=2)=[N:2][O:11][C:5]=1[C:6]([O:8][CH2:9][CH3:10])=[O:7]. Reactant: O[N:2]=[C:3]([C:13]1[CH:18]=[CH:17][N:16]=[CH:15][CH:14]=1)[CH:4]([CH3:12])[C:5](=[O:11])[C:6]([O:8][CH2:9][CH3:10])=[O:7].C(N(CC)CC)C.S(Cl)(C)(=O)=O. The catalyst class is: 754. (6) Reactant: Cl[C:2]1[C:11]2[C:6](=[C:7]([Br:12])[CH:8]=[CH:9][CH:10]=2)[CH:5]=[CH:4][N:3]=1.[N:13]1[CH:18]=[C:17]([C:19]2[CH:20]=[C:21]([NH2:25])[CH:22]=[CH:23][CH:24]=2)[CH:16]=[N:15][CH:14]=1.C(=O)([O-])[O-].[K+].[K+]. Product: [Br:12][C:7]1[CH:8]=[CH:9][CH:10]=[C:11]2[C:6]=1[CH:5]=[CH:4][N:3]=[C:2]2[NH:25][C:21]1[CH:22]=[CH:23][CH:24]=[C:19]([C:17]2[CH:16]=[N:15][CH:14]=[N:13][CH:18]=2)[CH:20]=1. The catalyst class is: 13. (7) Reactant: [NH2:1][C:2]1[S:3][CH:4]=[C:5]([C:7]2[CH:12]=[CH:11][C:10]([Cl:13])=[CH:9][CH:8]=2)[N:6]=1.[C:14]1([C:20]2[O:24][N:23]=[CH:22][C:21]=2[CH2:25][C:26](O)=[O:27])[CH:19]=[CH:18][CH:17]=[CH:16][CH:15]=1.O.ON1C2C=CC=CC=2N=N1.Cl.C(N=C=NCCCN(C)C)C. Product: [Cl:13][C:10]1[CH:9]=[CH:8][C:7]([C:5]2[N:6]=[C:2]([NH:1][C:26](=[O:27])[CH2:25][C:21]3[CH:22]=[N:23][O:24][C:20]=3[C:14]3[CH:15]=[CH:16][CH:17]=[CH:18][CH:19]=3)[S:3][CH:4]=2)=[CH:12][CH:11]=1. The catalyst class is: 145. (8) Reactant: [N+:1]([C:4]1[C:9]2[CH:10]=[CH:11][O:12][C:8]=2[C:7]([CH2:13][C:14]#[N:15])=[CH:6][CH:5]=1)([O-])=O.[C:16](OC(=O)C)(=[O:18])[CH3:17].O1CCCC1.[H][H]. Product: [C:14]([CH2:13][C:7]1[C:8]2[O:12][CH:11]=[CH:10][C:9]=2[C:4]([NH:1][C:16](=[O:18])[CH3:17])=[CH:5][CH:6]=1)#[N:15]. The catalyst class is: 153. (9) Product: [Cl:1][C:2]1[CH:7]=[CH:6][CH:5]=[CH:4][C:3]=1[N:8]1[C:12]([O:13][CH2:19][C:20]([O:22][CH3:23])=[O:21])=[CH:11][C:10]([C:14]([F:17])([F:15])[F:16])=[N:9]1. Reactant: [Cl:1][C:2]1[CH:7]=[CH:6][CH:5]=[CH:4][C:3]=1[N:8]1[C:12]([OH:13])=[CH:11][C:10]([C:14]([F:17])([F:16])[F:15])=[N:9]1.Br[CH2:19][C:20]([O:22][CH3:23])=[O:21].C([O-])([O-])=O.[K+].[K+]. The catalyst class is: 10.